Task: Predict the product of the given reaction.. Dataset: Forward reaction prediction with 1.9M reactions from USPTO patents (1976-2016) (1) Given the reactants [CH3:1][C:2]1[CH:10]=[CH:9][C:5]([C:6](O)=O)=[CH:4][C:3]=1[B:11]1[O:15][C:14]([CH3:17])([CH3:16])[C:13]([CH3:19])([CH3:18])[O:12]1.S(Cl)(Cl)=O.[F:24][C:25]([F:35])([F:34])[C:26]1[CH:27]=[C:28]([NH2:33])[C:29]([NH2:32])=[CH:30][CH:31]=1.C(N(CC)CC)C, predict the reaction product. The product is: [CH3:1][C:2]1[CH:10]=[CH:9][C:5]([C:6]2[NH:33][C:28]3[CH:27]=[C:26]([C:25]([F:24])([F:34])[F:35])[CH:31]=[CH:30][C:29]=3[N:32]=2)=[CH:4][C:3]=1[B:11]1[O:15][C:14]([CH3:17])([CH3:16])[C:13]([CH3:19])([CH3:18])[O:12]1. (2) Given the reactants COC1C=C(N[N:10]=[C:11]([C:14]#[N:15])[C:12]#[N:13])C=CC=1.[CH3:16][O:17][C:18]1[CH:23]=[CH:22][CH:21]=[C:20]([NH2:24])[CH:19]=1.C(#N)CC#N.O.[NH2:31][NH2:32], predict the reaction product. The product is: [CH3:16][O:17][C:18]1[CH:19]=[C:20]([NH:24][N:10]=[C:11]2[C:12]([NH2:13])=[N:32][N:31]=[C:14]2[NH2:15])[CH:21]=[CH:22][CH:23]=1. (3) Given the reactants [NH2:1][C:2]1[CH:3]=[C:4]2[C:9](=[CH:10][CH:11]=1)[N:8]=[CH:7][C:6]([C:12]#[N:13])=[C:5]2[NH:14][C:15]1[CH:20]=[CH:19][C:18]([F:21])=[C:17]([Cl:22])[CH:16]=1.[NH:23]1[C:31]2[C:26](=[CH:27][CH:28]=[CH:29][CH:30]=2)[CH:25]=[C:24]1[CH:32]=O.[BH3-]C#N.[Na+], predict the reaction product. The product is: [NH:23]1[C:31]2[C:26](=[CH:27][CH:28]=[CH:29][CH:30]=2)[CH:25]=[C:24]1[CH2:32][NH:1][C:2]1[CH:3]=[C:4]2[C:9](=[CH:10][CH:11]=1)[N:8]=[CH:7][C:6]([C:12]#[N:13])=[C:5]2[NH:14][C:15]1[CH:20]=[CH:19][C:18]([F:21])=[C:17]([Cl:22])[CH:16]=1. (4) The product is: [CH:11]1([CH2:18][N:19]2[C:23]3=[N:24][CH:25]=[CH:26][CH:27]=[C:22]3[C:21]([C:28](=[N:2][OH:3])[NH2:29])=[N:20]2)[CH2:12][CH2:13][CH2:14][CH2:15][CH2:16][CH2:17]1. Given the reactants Cl.[NH2:2][OH:3].C(N(CC)CC)C.[CH:11]1([CH2:18][N:19]2[C:23]3=[N:24][CH:25]=[CH:26][CH:27]=[C:22]3[C:21]([C:28]#[N:29])=[N:20]2)[CH2:17][CH2:16][CH2:15][CH2:14][CH2:13][CH2:12]1.O, predict the reaction product.